From a dataset of Full USPTO retrosynthesis dataset with 1.9M reactions from patents (1976-2016). Predict the reactants needed to synthesize the given product. (1) Given the product [OH:8][C:6]1[C:5]([O:9][CH3:10])=[CH:4][C:3]([C:11]([N:13]2[CH2:17][CH2:16][CH2:15][C@H:14]2[CH2:18][OH:19])=[O:12])=[C:2]([NH:1][C:20](=[O:21])[O:22][C:23]([CH3:26])([CH3:25])[CH3:24])[CH:7]=1, predict the reactants needed to synthesize it. The reactants are: [NH2:1][C:2]1[CH:7]=[C:6]([OH:8])[C:5]([O:9][CH3:10])=[CH:4][C:3]=1[C:11]([N:13]1[CH2:17][CH2:16][CH2:15][C@H:14]1[CH2:18][OH:19])=[O:12].[C:20](O[C:20]([O:22][C:23]([CH3:26])([CH3:25])[CH3:24])=[O:21])([O:22][C:23]([CH3:26])([CH3:25])[CH3:24])=[O:21].[OH-].[Na+].CO. (2) Given the product [CH3:9][O:8][C:7]1[CH:2]=[N:3][CH:4]=[CH:5][C:6]=1[CH2:10][CH2:11][N:12]1[CH2:17][CH2:16][CH:15]([N:18]2[C:26]3[C:21](=[CH:22][CH:23]=[C:24]([C:27]([NH2:29])=[O:28])[CH:25]=3)[CH:20]=[CH:19]2)[CH2:14][CH2:13]1, predict the reactants needed to synthesize it. The reactants are: Cl[C:2]1[C:7]([O:8][CH3:9])=[C:6]([CH2:10][CH2:11][N:12]2[CH2:17][CH2:16][CH:15]([N:18]3[C:26]4[C:21](=[CH:22][CH:23]=[C:24]([C:27]([NH2:29])=[O:28])[CH:25]=4)[CH:20]=[CH:19]3)[CH2:14][CH2:13]2)[CH:5]=[CH:4][N:3]=1. (3) The reactants are: [Br:1][C:2]1[CH:17]=[N:16][C:5]2[NH:6][C:7]3[CH:12]=[N:11][C:10]([C:13]([NH2:15])=O)=[CH:9][C:8]=3[C:4]=2[CH:3]=1.C(N(CC)CC)C.FC(F)(F)C(OC(=O)C(F)(F)F)=O. Given the product [Br:1][C:2]1[CH:17]=[N:16][C:5]2[NH:6][C:7]3[CH:12]=[N:11][C:10]([C:13]#[N:15])=[CH:9][C:8]=3[C:4]=2[CH:3]=1, predict the reactants needed to synthesize it. (4) Given the product [CH:23]1([C:15]2[CH:16]=[C:17]([CH:20]3[CH2:22][CH2:21]3)[CH:18]=[CH:19][C:14]=2[N:11]2[CH2:10][CH2:9][NH:8][CH2:13][CH2:12]2)[CH2:24][CH2:25]1, predict the reactants needed to synthesize it. The reactants are: C(OC([N:8]1[CH2:13][CH2:12][N:11]([C:14]2[CH:19]=[CH:18][C:17]([CH:20]3[CH2:22][CH2:21]3)=[CH:16][C:15]=2[CH:23]2[CH2:25][CH2:24]2)[CH2:10][CH2:9]1)=O)(C)(C)C.Cl.O1CCOCC1.C(OCC)C. (5) Given the product [CH3:34][O:35][C:18]1[CH:19]=[CH:20][CH:21]=[CH:22][C:17]=1[CH:13]1[CH2:14][CH2:15][CH2:16][N:11]([C:9]([C:7]2[CH:6]=[CH:5][N:4]=[C:3]([NH:2][CH3:1])[CH:8]=2)=[O:10])[CH2:12]1, predict the reactants needed to synthesize it. The reactants are: [CH3:1][NH:2][C:3]1[CH:8]=[C:7]([C:9]([N:11]2[CH2:16][CH2:15][CH2:14][CH:13]([C:17]3[CH:22]=[CH:21][C:20](C(F)(F)F)=[CH:19][CH:18]=3)[CH2:12]2)=[O:10])[CH:6]=[CH:5][N:4]=1.O.Cl.CNC1C=C(C=CN=1)[C:34](O)=[O:35].CNC1C=C(C=CN=1)C(O)=O.Cl.Cl.COC1C=CC=CC=1C1CCCNC1. (6) The reactants are: C1(=O)NC(=O)C2=CC=CC=C12.[OH:12][C@H:13]([C:28]1[CH:33]=[CH:32][CH:31]=[C:30]([CH2:34][CH2:35][C:36]([OH:43])([CH2:40][CH2:41][CH3:42])[CH2:37]CC)[CH:29]=1)[C@@H:14]([CH3:27])[CH2:15][N:16]1C(=O)C2C(=CC=CC=2)C1=O. Given the product [NH2:16][CH2:15][C@@H:14]([CH3:27])[C@H:13]([C:28]1[CH:29]=[C:30]([CH:31]=[CH:32][CH:33]=1)[CH2:34][CH2:35][C:36]1([OH:43])[CH2:37][CH2:42][CH2:41][CH2:40]1)[OH:12], predict the reactants needed to synthesize it. (7) Given the product [CH2:1]([NH:5][C:50](=[O:51])[O:49][CH2:48][CH:45]1[CH2:44][CH2:43][CH:42]([CH2:41][N:20]([CH2:13][C:14]2[CH:19]=[CH:18][CH:17]=[CH:16][CH:15]=2)[S:21]([NH:24][C:25](=[O:40])[C:26]2[CH:31]=[C:30]([C:32]([F:34])([F:35])[F:33])[CH:29]=[C:28]([C:36]([F:37])([F:38])[F:39])[CH:27]=2)(=[O:22])=[O:23])[CH2:47][CH2:46]1)[CH2:2][CH2:3][CH3:4], predict the reactants needed to synthesize it. The reactants are: [CH2:1]([NH2:5])[CH2:2][CH2:3][CH3:4].C(N(CC)CC)C.[CH2:13]([N:20]([CH2:41][CH:42]1[CH2:47][CH2:46][CH:45]([CH2:48][O:49][C:50](ON2C(=O)CCC2=O)=[O:51])[CH2:44][CH2:43]1)[S:21]([NH:24][C:25](=[O:40])[C:26]1[CH:31]=[C:30]([C:32]([F:35])([F:34])[F:33])[CH:29]=[C:28]([C:36]([F:39])([F:38])[F:37])[CH:27]=1)(=[O:23])=[O:22])[C:14]1[CH:19]=[CH:18][CH:17]=[CH:16][CH:15]=1. (8) Given the product [Cl:1][C:2]1[CH:3]=[C:4]2[C:21](=[CH:22][CH:23]=1)[C:8]1([CH2:9][CH2:10][NH:11][CH2:12][CH2:13]1)[C:7](=[O:24])[C:6]([C:25]([NH:27][CH2:28][C:29]([O:31][CH3:32])=[O:30])=[O:26])=[C:5]2[OH:33], predict the reactants needed to synthesize it. The reactants are: [Cl:1][C:2]1[CH:3]=[C:4]2[C:21](=[CH:22][CH:23]=1)[C:8]1([CH2:13][CH2:12][N:11](C(OC(C)(C)C)=O)[CH2:10][CH2:9]1)[C:7](=[O:24])[C:6]([C:25]([NH:27][CH2:28][C:29]([O:31][CH3:32])=[O:30])=[O:26])=[C:5]2[OH:33].Cl.